From a dataset of Full USPTO retrosynthesis dataset with 1.9M reactions from patents (1976-2016). Predict the reactants needed to synthesize the given product. (1) Given the product [O:7]=[C:4]1[CH:5]=[CH:6][C:2](=[O:1])[N:3]1[CH2:8][CH2:9][CH2:10][CH2:11][CH2:12][C:13]([NH:15][CH2:16][CH2:17][C:18]([NH:20][C:21]1[CH:26]=[C:25](/[CH:27]=[CH:28]/[C:29]([OH:31])=[O:30])[CH:24]=[CH:23][C:22]=1/[CH:32]=[CH:33]/[C:34]([OH:36])=[O:35])=[O:19])=[O:14], predict the reactants needed to synthesize it. The reactants are: [O:1]=[C:2]1[CH:6]=[CH:5][C:4](=[O:7])[N:3]1[CH2:8][CH2:9][CH2:10][CH2:11][CH2:12][C:13]([NH:15][CH2:16][CH2:17][C:18]([NH:20][C:21]1[CH:26]=[C:25](/[CH:27]=[CH:28]/[C:29]([O-:31])=[O:30])[CH:24]=[CH:23][C:22]=1/[CH:32]=[CH:33]/[C:34]([O:36]C(C)(C)C)=[O:35])=[O:19])=[O:14].C(O)(C(F)(F)F)=O. (2) Given the product [CH3:35][C:34]1[CH:33]=[C:32]([CH3:36])[NH:31][C:30](=[O:37])[C:29]=1[CH2:28][NH:27][C:13]([C:12]1[C:7]2[CH:6]=[N:5][N:4]([CH:2]([CH3:3])[CH3:1])[C:8]=2[N:9]=[C:10]([C:16]2[CH:21]=[CH:20][C:19]([C:22]3[CH:26]=[N:25][NH:24][CH:23]=3)=[CH:18][CH:17]=2)[CH:11]=1)=[O:15], predict the reactants needed to synthesize it. The reactants are: [CH3:1][CH:2]([N:4]1[C:8]2[N:9]=[C:10]([C:16]3[CH:21]=[CH:20][C:19]([C:22]4[CH:23]=[N:24][NH:25][CH:26]=4)=[CH:18][CH:17]=3)[CH:11]=[C:12]([C:13]([OH:15])=O)[C:7]=2[CH:6]=[N:5]1)[CH3:3].[NH2:27][CH2:28][C:29]1[C:30](=[O:37])[NH:31][C:32]([CH3:36])=[CH:33][C:34]=1[CH3:35].CN1CCOCC1.ON1C2N=CC=CC=2N=N1.C(Cl)CCl. (3) Given the product [Cl:7][CH:6]([Cl:8])[C:25](=[O:26])[C@@H:17]([N:16]=[C:15]([C:28]1[CH:29]=[CH:30][CH:31]=[CH:32][CH:33]=1)[C:9]1[CH:10]=[CH:11][CH:12]=[CH:13][CH:14]=1)[CH2:18][C:19]1[CH:24]=[CH:23][CH:22]=[CH:21][CH:20]=1, predict the reactants needed to synthesize it. The reactants are: C([Li])CCC.[CH2:6]([Cl:8])[Cl:7].[C:9]1([C:15]([C:28]2[CH:33]=[CH:32][CH:31]=[CH:30][CH:29]=2)=[N:16][C@H:17]([C:25](O)=[O:26])[CH2:18][C:19]2[CH:24]=[CH:23][CH:22]=[CH:21][CH:20]=2)[CH:14]=[CH:13][CH:12]=[CH:11][CH:10]=1.[Cl-].[NH4+]. (4) Given the product [CH2:37]([N:44]1[C:48](=[O:49])[C:47](=[C:50]2[N:54]([CH3:55])[C:53]3[CH:56]=[CH:57][C:58]([O:60][CH2:11][CH2:12][OH:13])=[CH:59][C:52]=3[S:51]2)[S:46][C:45]1=[N:61][C:62]1[CH:63]=[C:64]([CH:67]=[CH:68][C:69]=1[NH:70][CH2:71][CH3:72])[C:65]#[N:66])[C:38]1[CH:43]=[CH:42][CH:41]=[CH:40][CH:39]=1, predict the reactants needed to synthesize it. The reactants are: C(N1[C:12](=[O:13])[C:11](=C2N(C)C3C=C(O)C=CC=3S2)SC1=NC1C=C(C=CC=1NCC)C#N)C1C=CC=CC=1.[CH2:37]([N:44]1[C:48](=[O:49])[C:47](=[C:50]2[N:54]([CH3:55])[C:53]3[CH:56]=[CH:57][C:58]([OH:60])=[CH:59][C:52]=3[S:51]2)[S:46][C:45]1=[N:61][C:62]1[CH:63]=[C:64]([CH:67]=[CH:68][C:69]=1[NH:70][CH2:71][CH3:72])[C:65]#[N:66])[C:38]1[CH:43]=[CH:42][CH:41]=[CH:40][CH:39]=1. (5) Given the product [F:50][C:44]1[CH:43]=[C:42]([C:41]#[C:40][N:6]2[C:7]3[CH:8]=[CH:9][C:10]([CH3:16])=[CH:11][C:12]=3[C:13]3[CH2:14][CH2:15][N:2]([CH3:1])[CH2:3][CH2:4][C:5]2=3)[CH:47]=[CH:46][C:45]=1[O:48][CH3:49], predict the reactants needed to synthesize it. The reactants are: [CH3:1][N:2]1[CH2:15][CH2:14][C:13]2[C:12]3[CH:11]=[C:10]([CH3:16])[CH:9]=[CH:8][C:7]=3[NH:6][C:5]=2[CH2:4][CH2:3]1.N1C2C(=CC=C3C=2N=CC=C3)C=CC=1.[O-]P([O-])([O-])=O.[K+].[K+].[K+].Br[C:40]#[C:41][C:42]1[CH:47]=[CH:46][C:45]([O:48][CH3:49])=[C:44]([F:50])[CH:43]=1. (6) Given the product [NH2:1][C:2]1[CH:3]=[C:4]([C:26]2[CH:27]=[CH:28][C:29]([Cl:41])=[C:30]3[C:34]=2[N:33]([CH3:35])[N:32]=[C:31]3[NH:36][S:37]([CH3:40])(=[O:38])=[O:39])[C:5]([C@@H:8]([NH:18][C:19](=[O:25])[O:20][C:21]([CH3:22])([CH3:23])[CH3:24])[CH2:9][C:10]2[CH:11]=[C:12]([F:17])[CH:13]=[C:14]([F:16])[CH:15]=2)=[N:6][C:7]=1[Cl:49], predict the reactants needed to synthesize it. The reactants are: [NH2:1][C:2]1[CH:3]=[C:4]([C:26]2[CH:27]=[CH:28][C:29]([Cl:41])=[C:30]3[C:34]=2[N:33]([CH3:35])[N:32]=[C:31]3[NH:36][S:37]([CH3:40])(=[O:39])=[O:38])[C:5]([C@@H:8]([NH:18][C:19](=[O:25])[O:20][C:21]([CH3:24])([CH3:23])[CH3:22])[CH2:9][C:10]2[CH:15]=[C:14]([F:16])[CH:13]=[C:12]([F:17])[CH:11]=2)=[N:6][CH:7]=1.C1C(=O)N([Cl:49])C(=O)C1. (7) Given the product [Br:1][C:2]1[O:3][C:4]([CH:7]([S:12][C:13]2[CH:14]=[CH:15][CH:16]=[CH:17][CH:18]=2)[CH2:8][NH2:9])=[CH:5][CH:6]=1, predict the reactants needed to synthesize it. The reactants are: [Br:1][C:2]1[O:3][C:4]([CH:7]([S:12][C:13]2[CH:18]=[CH:17][CH:16]=[CH:15][CH:14]=2)[CH2:8][N+:9]([O-])=O)=[CH:5][CH:6]=1.O.[OH-].[Na+]. (8) Given the product [NH2:5][CH2:4][CH2:3][C@H:2]([C:6]1[CH:11]=[CH:10][CH:9]=[C:8]([O:12][CH2:13][CH:14]2[CH2:19][CH2:18][O:17][CH2:16][CH2:15]2)[CH:7]=1)[OH:1], predict the reactants needed to synthesize it. The reactants are: [O:1]=[C:2]([C:6]1[CH:11]=[CH:10][CH:9]=[C:8]([O:12][CH2:13][CH:14]2[CH2:19][CH2:18][O:17][CH2:16][CH2:15]2)[CH:7]=1)[CH2:3][C:4]#[N:5]. (9) Given the product [CH3:34][O:38][C:70]1[CH:71]=[C:72]2[C:67](=[CH:68][C:69]=1[O:73][CH3:74])[N:66]=[CH:65][CH:64]=[C:63]2[O:62][C:61]1[CH:60]=[CH:59][C:58]([NH:75][C:10]([C:7]2[C:6](=[O:13])[N:5]([C:14]3[CH:15]=[CH:16][CH:17]=[CH:18][CH:19]=3)[N:4]([CH2:3][C:2]([OH:1])([CH3:21])[CH3:20])[C:8]=2[CH3:9])=[O:11])=[CH:57][C:56]=1[F:55], predict the reactants needed to synthesize it. The reactants are: [OH:1][C:2]([CH3:21])([CH3:20])[CH2:3][N:4]1[C:8]([CH3:9])=[C:7]([C:10](O)=[O:11])[C:6](=[O:13])[N:5]1[C:14]1[CH:19]=[CH:18][CH:17]=[CH:16][CH:15]=1.C(N(C(C)C)CC)(C)C.CN([C:34]([O:38]N1N=NC2C=CC=NC1=2)=[N+](C)C)C.F[P-](F)(F)(F)(F)F.[F:55][C:56]1[CH:57]=[C:58]([NH2:75])[CH:59]=[CH:60][C:61]=1[O:62][C:63]1[C:72]2[C:67](=[CH:68][C:69]([O:73][CH3:74])=[CH:70][CH:71]=2)[N:66]=[CH:65][CH:64]=1.